The task is: Predict the product of the given reaction.. This data is from Forward reaction prediction with 1.9M reactions from USPTO patents (1976-2016). Given the reactants [C:1]([C:4]1[CH:5]=[C:6]2[C:10](=[CH:11][CH:12]=1)[NH:9][C:8](=[O:13])[C:7]2=[C:14]([N:21](OC)[CH2:22][C:23]([OH:25])=[O:24])[C:15]1[CH:20]=[CH:19][CH:18]=[CH:17][CH:16]=1)(=[O:3])[CH3:2].CO.Cl, predict the reaction product. The product is: [C:1]([C:4]1[CH:5]=[C:6]2[C:10](=[CH:11][CH:12]=1)[NH:9][C:8](=[O:13])[C:7]2=[C:14]([NH:21][CH2:22][C:23]([OH:25])=[O:24])[C:15]1[CH:20]=[CH:19][CH:18]=[CH:17][CH:16]=1)(=[O:3])[CH3:2].